The task is: Predict the product of the given reaction.. This data is from Forward reaction prediction with 1.9M reactions from USPTO patents (1976-2016). (1) Given the reactants [OH:1][C:2]1[CH:7]=[CH:6][C:5]([CH:8]([C:18]([NH:20][C:21]2[CH:22]=[C:23]3[C:28](=[CH:29][CH:30]=2)[CH:27]=[N:26][CH:25]=[CH:24]3)=[O:19])[CH2:9][NH:10][C:11](=[O:17])[O:12][C:13]([CH3:16])([CH3:15])[CH3:14])=[CH:4][CH:3]=1.[H-].[Na+].Br[CH2:34][C:35]([O:37][CH3:38])=[O:36], predict the reaction product. The product is: [C:13]([O:12][C:11]([NH:10][CH2:9][CH:8]([C:5]1[CH:6]=[CH:7][C:2]([O:1][CH2:34][C:35]([O:37][CH3:38])=[O:36])=[CH:3][CH:4]=1)[C:18]([NH:20][C:21]1[CH:22]=[C:23]2[C:28](=[CH:29][CH:30]=1)[CH:27]=[N:26][CH:25]=[CH:24]2)=[O:19])=[O:17])([CH3:14])([CH3:16])[CH3:15]. (2) Given the reactants [Cl:1][C:2]1[CH:20]=[CH:19][C:18]([F:21])=[CH:17][C:3]=1[O:4][CH:5]1[CH2:10][CH2:9][N:8]([C:11](=[O:16])[CH2:12][C:13]([OH:15])=O)[CH2:7][CH2:6]1.C1C=CC2N(O)N=NC=2C=1.CCN=C=NCCCN(C)C.Cl.[C:44]1([C:50]2[N:55]=[CH:54][C:53]([NH2:56])=[CH:52][CH:51]=2)[CH:49]=[CH:48][CH:47]=[CH:46][CH:45]=1, predict the reaction product. The product is: [Cl:1][C:2]1[CH:20]=[CH:19][C:18]([F:21])=[CH:17][C:3]=1[O:4][CH:5]1[CH2:6][CH2:7][N:8]([C:11](=[O:16])[CH2:12][C:13]([NH:56][C:53]2[CH:54]=[N:55][C:50]([C:44]3[CH:49]=[CH:48][CH:47]=[CH:46][CH:45]=3)=[CH:51][CH:52]=2)=[O:15])[CH2:9][CH2:10]1. (3) The product is: [Cl:15][C:16]1[N:21]=[C:20]([CH2:22][C:24]2[C:25]([C:39]3[CH:44]=[CH:43][CH:42]=[CH:41][CH:40]=3)=[N:26][N:27]3[CH:32]=[C:31]([O:37][CH3:38])[CH:30]=[CH:29][C:28]=23)[CH:19]=[N:18][CH:17]=1. Given the reactants C([SiH](CC)CC)C.FC(F)(F)C(O)=O.[Cl:15][C:16]1[N:21]=[C:20]([CH:22]([C:24]2[C:25]([C:39]3[CH:44]=[CH:43][CH:42]=[CH:41][CH:40]=3)=[N:26][N:27]3[C:32]([Si](C)(C)C)=[C:31]([O:37][CH3:38])[CH:30]=[CH:29][C:28]=23)O)[CH:19]=[N:18][CH:17]=1.C(=O)(O)[O-].[Na+], predict the reaction product. (4) Given the reactants [CH3:1][C:2]1[CH:7]=[C:6]([CH3:8])[CH:5]=[CH:4][C:3]=1[CH2:9]O.P(Br)(Br)[Br:12], predict the reaction product. The product is: [Br:12][CH2:9][C:3]1[CH:4]=[CH:5][C:6]([CH3:8])=[CH:7][C:2]=1[CH3:1]. (5) Given the reactants [CH3:1][O:2][C:3](=[O:25])[C:4]1[CH:9]=[CH:8][CH:7]=[CH:6][C:5]=1[NH:10][C:11]1[N:15]([C:16]2[C:21]([CH3:22])=[CH:20][CH:19]=[CH:18][C:17]=2[F:23])[N:14]=[C:13]([CH3:24])[CH:12]=1.[Br:26]N1C(C)(C)C(=O)N(Br)C1=O, predict the reaction product. The product is: [CH3:1][O:2][C:3](=[O:25])[C:4]1[CH:9]=[CH:8][CH:7]=[CH:6][C:5]=1[NH:10][C:11]1[N:15]([C:16]2[C:21]([CH3:22])=[CH:20][CH:19]=[CH:18][C:17]=2[F:23])[N:14]=[C:13]([CH3:24])[C:12]=1[Br:26]. (6) The product is: [C:25]([OH:32])(=[O:31])/[CH:26]=[CH:27]/[C:28]([OH:30])=[O:29].[N:1]12[CH2:6][CH2:5][CH:4]([CH2:7][CH2:8]1)[CH:3]([O:9][C:10]1[CH:15]=[CH:14][C:13]([NH:16][CH:17]3[CH2:22][CH2:21][CH2:20][CH2:19][CH2:18]3)=[CH:12][CH:11]=1)[CH2:2]2. Given the reactants [N:1]12[CH2:8][CH2:7][CH:4]([CH2:5][CH2:6]1)[CH:3]([O:9][C:10]1[CH:15]=[CH:14][C:13]([NH:16][CH:17]3[CH2:22][CH2:21][CH2:20][CH2:19][CH2:18]3)=[CH:12][CH:11]=1)[CH2:2]2.CO.[C:25]([OH:32])(=[O:31])/[CH:26]=[CH:27]/[C:28]([OH:30])=[O:29], predict the reaction product.